This data is from Full USPTO retrosynthesis dataset with 1.9M reactions from patents (1976-2016). The task is: Predict the reactants needed to synthesize the given product. Given the product [CH3:22][O:21][CH2:20][O:19][C:11]1[C:12](=[O:18])[N:13]([CH2:15][O:16][CH3:17])[CH:14]=[C:9]([S:8][CH2:26][C:27]2[CH:28]=[N:29][C:30]([O:33][CH3:34])=[CH:31][CH:32]=2)[CH:10]=1, predict the reactants needed to synthesize it. The reactants are: C(C1C=CC(C[S:8][C:9]2[CH:10]=[C:11]([O:19][CH2:20][O:21][CH3:22])[C:12](=[O:18])[N:13]([CH2:15][O:16][CH3:17])[CH:14]=2)=CC=1)C.Cl[CH2:26][C:27]1[CH:28]=[N:29][C:30]([O:33][CH3:34])=[CH:31][CH:32]=1.